From a dataset of CYP1A2 inhibition data for predicting drug metabolism from PubChem BioAssay. Regression/Classification. Given a drug SMILES string, predict its absorption, distribution, metabolism, or excretion properties. Task type varies by dataset: regression for continuous measurements (e.g., permeability, clearance, half-life) or binary classification for categorical outcomes (e.g., BBB penetration, CYP inhibition). Dataset: cyp1a2_veith. The molecule is CCCCCCN1C=CC(=C/C=C(\C#N)C(=O)OCC)C=C1. The result is 0 (non-inhibitor).